This data is from Catalyst prediction with 721,799 reactions and 888 catalyst types from USPTO. The task is: Predict which catalyst facilitates the given reaction. (1) Reactant: [Si:1]([O:8][C:9]1[C:17]2[N:16]=[C:15]([CH:18]([F:20])[F:19])[N:14]([C:21]3[N:26]=[C:25](Cl)[N:24]=[C:23]([N:28]4[CH2:33][CH2:32][O:31][CH2:30][CH2:29]4)[N:22]=3)[C:13]=2[CH:12]=[CH:11][CH:10]=1)([C:4]([CH3:7])([CH3:6])[CH3:5])([CH3:3])[CH3:2].[N:34]1([C:40]([O:42][C:43]([CH3:46])([CH3:45])[CH3:44])=[O:41])[CH2:39][CH2:38][NH:37][CH2:36][CH2:35]1. Product: [Si:1]([O:8][C:9]1[C:17]2[N:16]=[C:15]([CH:18]([F:20])[F:19])[N:14]([C:21]3[N:22]=[C:23]([N:28]4[CH2:33][CH2:32][O:31][CH2:30][CH2:29]4)[N:24]=[C:25]([N:37]4[CH2:36][CH2:35][N:34]([C:40]([O:42][C:43]([CH3:46])([CH3:45])[CH3:44])=[O:41])[CH2:39][CH2:38]4)[N:26]=3)[C:13]=2[CH:12]=[CH:11][CH:10]=1)([C:4]([CH3:7])([CH3:6])[CH3:5])([CH3:3])[CH3:2]. The catalyst class is: 1. (2) Reactant: [SH:1][C:2]1[NH:3][C:4]2[CH:10]=[C:9]([O:11][CH2:12][CH3:13])[CH:8]=[CH:7][C:5]=2[N:6]=1.Cl.Cl[CH2:16][C:17]1[CH:23]=[CH:22][CH:21]=[CH:20][C:18]=1[NH2:19]. Product: [OH2:11].[CH2:12]([O:11][C:9]1[CH:8]=[CH:7][C:5]2[NH:6][C:2]([S:1][CH2:16][C:17]3[CH:23]=[CH:22][CH:21]=[CH:20][C:18]=3[NH2:19])=[N:3][C:4]=2[CH:10]=1)[CH3:13]. The catalyst class is: 32. (3) Reactant: N#N.[C:3]([O:7][C:8]([C:10]1([S:23]([C:26]2[CH:31]=[CH:30][C:29]([B:32]3[O:36][C:35]([CH3:38])([CH3:37])[C:34]([CH3:40])([CH3:39])[O:33]3)=[CH:28][CH:27]=2)(=[O:25])=[O:24])CCN(CC2C=CC=CC=2)CC1)=[O:9])([CH3:6])([CH3:5])[CH3:4].C([O-])(=O)C.[K+]. Product: [C:3]([O:7][C:8](=[O:9])[CH2:10][S:23]([C:26]1[CH:31]=[CH:30][C:29]([B:32]2[O:33][C:34]([CH3:40])([CH3:39])[C:35]([CH3:38])([CH3:37])[O:36]2)=[CH:28][CH:27]=1)(=[O:24])=[O:25])([CH3:6])([CH3:4])[CH3:5]. The catalyst class is: 151. (4) Reactant: O.C1(P(C2C=CC=CC=2)C2C=CC=CC=2)C=CC=CC=1.[N:21]([CH2:24][CH2:25][C:26]1[S:30][C:29]([C:31]([O:33][CH:34]([CH3:36])[CH3:35])=[O:32])=[CH:28][CH:27]=1)=[N+]=[N-]. Product: [NH2:21][CH2:24][CH2:25][C:26]1[S:30][C:29]([C:31]([O:33][CH:34]([CH3:36])[CH3:35])=[O:32])=[CH:28][CH:27]=1. The catalyst class is: 1. (5) Reactant: [CH3:1][C:2]1[CH:3]=[CH:4][C:5]([NH:12][C:13]2[CH:18]=[CH:17][C:16]([Cl:19])=[C:15]([CH3:20])[C:14]=2[Cl:21])=[C:6]([CH2:8][C:9]([OH:11])=[O:10])[CH:7]=1.[OH-].[K+:23].O. Product: [CH3:1][C:2]1[CH:3]=[CH:4][C:5]([NH:12][C:13]2[CH:18]=[CH:17][C:16]([Cl:19])=[C:15]([CH3:20])[C:14]=2[Cl:21])=[C:6]([CH2:8][C:9]([O-:11])=[O:10])[CH:7]=1.[K+:23]. The catalyst class is: 21. (6) Reactant: [F:1][C:2]([F:29])([F:28])[C:3]1[CH:4]=[C:5]([CH:21]=[C:22]([C:24]([F:27])([F:26])[F:25])[CH:23]=1)[CH2:6][N:7]1[C:11](C2C=NC=CC=2)=[C:10]([C:18](O)=[O:19])[N:9]=[N:8]1.[C:30](Cl)(=O)[C:31](Cl)=O.[Cl:36][C:37]1[CH:46]=[CH:45][CH:44]=[CH:43][C:38]=1[C:39]([NH:41][CH3:42])=[O:40].[H-].[Na+]. Product: [F:27][C:24]([F:25])([F:26])[C:22]1[CH:21]=[C:5]([CH:4]=[C:3]([C:2]([F:28])([F:1])[F:29])[CH:23]=1)[CH2:6][N:7]1[C:11]([C:31]2[CH:30]=[CH:11][N:7]=[CH:6][CH:5]=2)=[C:10]([C:18]([N:41]([CH3:42])[C:39](=[O:40])[C:38]2[CH:43]=[CH:44][CH:45]=[CH:46][C:37]=2[Cl:36])=[O:19])[N:9]=[N:8]1. The catalyst class is: 59. (7) Reactant: Cl.[N:2]1([CH2:7][CH2:8][CH2:9][C:10]([OH:12])=O)[CH2:6][CH2:5][CH2:4][CH2:3]1.C1N=CN(C(N2C=NC=C2)=O)C=1.[CH3:25][O:26][C:27]1[N:32]=[CH:31][C:30]([C:33]2[CH:34]=[C:35]([NH2:38])[NH:36][N:37]=2)=[CH:29][CH:28]=1. Product: [CH3:25][O:26][C:27]1[N:32]=[CH:31][C:30]([C:33]2[CH:34]=[C:35]([NH:38][C:10](=[O:12])[CH2:9][CH2:8][CH2:7][N:2]3[CH2:3][CH2:4][CH2:5][CH2:6]3)[NH:36][N:37]=2)=[CH:29][CH:28]=1. The catalyst class is: 26. (8) Reactant: [NH2:1][C:2]1[CH:7]=[CH:6][CH:5]=[CH:4][CH:3]=1.[O-]S([O-])(=O)=O.[Na+].[Na+].[CH:15](=O)[CH3:16].[CH2:18]([O:25][C:26](=[O:30])[NH:27][CH:28]=[CH2:29])[C:19]1[CH:24]=[CH:23][CH:22]=[CH:21][CH:20]=1.B(F)(F)F.CCOCC. Product: [CH2:18]([O:25][C:26](=[O:30])[NH:27][C@H:28]1[C:7]2[C:2](=[CH:3][CH:4]=[CH:5][CH:6]=2)[NH:1][C@@H:15]([CH3:16])[CH2:29]1)[C:19]1[CH:24]=[CH:23][CH:22]=[CH:21][CH:20]=1. The catalyst class is: 2. (9) Reactant: Cl.[CH3:2][O:3][C:4](=[O:10])[C@H:5]([CH:7]([CH3:9])[CH3:8])[NH2:6].[Br:11][C:12]1[CH:17]=[CH:16][C:15]([S:18](Cl)(=[O:20])=[O:19])=[CH:14][CH:13]=1.C(N(CC)CC)C. Product: [Br:11][C:12]1[CH:17]=[CH:16][C:15]([S:18]([NH:6][C@H:5]([C:4]([O:3][CH3:2])=[O:10])[CH:7]([CH3:9])[CH3:8])(=[O:20])=[O:19])=[CH:14][CH:13]=1. The catalyst class is: 4.